From a dataset of Forward reaction prediction with 1.9M reactions from USPTO patents (1976-2016). Predict the product of the given reaction. (1) Given the reactants [C:1]1([CH3:7])[CH:6]=[CH:5][CH:4]=[CH:3][CH:2]=1.[NH:8]1[CH:12]=[CH:11][N:10]=[CH:9]1.[CH2:13](N(CC)CC)C.[OH2:20], predict the reaction product. The product is: [N:8]1([C:5]2[CH2:6][C:1]([CH3:13])([CH3:7])[CH2:2][C:3](=[O:20])[CH:4]=2)[CH:12]=[CH:11][N:10]=[CH:9]1. (2) Given the reactants Cl.Cl[CH2:3][C:4]1[N:8]2[CH:9]=[C:10]([F:13])[CH:11]=[CH:12][C:7]2=[N:6][C:5]=1[C:14]1[CH:19]=[CH:18][C:17]([Cl:20])=[CH:16][CH:15]=1.[CH3:21][C:22]1[C:23](=[O:28])[NH:24][CH:25]=[CH:26][CH:27]=1.C(/C(O)=O)=C\C(O)=O.N.N, predict the reaction product. The product is: [Cl:20][C:17]1[CH:18]=[CH:19][C:14]([C:5]2[N:6]=[C:7]3[CH:12]=[CH:11][C:10]([F:13])=[CH:9][N:8]3[C:4]=2[CH2:3][N:24]2[CH:25]=[CH:26][CH:27]=[C:22]([CH3:21])[C:23]2=[O:28])=[CH:15][CH:16]=1. (3) Given the reactants [Cl:1][C:2]1[CH:7]=[CH:6][CH:5]=[C:4]([O:8][CH3:9])[C:3]=1[NH:10]C(=O)C(C)(C)C.Cl.[NH4+].[OH-], predict the reaction product. The product is: [Cl:1][C:2]1[CH:7]=[CH:6][CH:5]=[C:4]([O:8][CH3:9])[C:3]=1[NH2:10]. (4) The product is: [F:16][CH2:2][C:3](=[CH2:9])[C:4]([O:6][CH2:7][CH3:8])=[O:5]. Given the reactants O[CH2:2][C:3](=[CH2:9])[C:4]([O:6][CH2:7][CH3:8])=[O:5].CCN(S(F)(F)[F:16])CC, predict the reaction product. (5) Given the reactants [CH3:1][C:2]1([C:18]([O:20][CH2:21][CH3:22])=[O:19])[CH2:7][CH2:6][CH2:5][N:4](C(OCC2C=CC=CC=2)=O)[CH2:3]1, predict the reaction product. The product is: [CH3:1][C:2]1([C:18]([O:20][CH2:21][CH3:22])=[O:19])[CH2:7][CH2:6][CH2:5][NH:4][CH2:3]1. (6) Given the reactants [Si:1]([O:8][N:9]=[C:10]1[C:18]2[C:13](=[CH:14][C:15]([NH:19][C:20]3[C:28]4[C:23](=[CH:24][N:25]=[CH:26][CH:27]=4)[O:22][C:21]=3[C:29]3[N:34]=[CH:33][C:32]([CH2:35][OH:36])=[CH:31][N:30]=3)=[CH:16][CH:17]=2)[CH2:12][CH2:11]1)([C:4]([CH3:7])([CH3:6])[CH3:5])([CH3:3])[CH3:2].CC(OI1(OC(C)=O)(OC(C)=O)OC(=O)C2C=CC=CC1=2)=O, predict the reaction product. The product is: [Si:1]([O:8][N:9]=[C:10]1[C:18]2[C:13](=[CH:14][C:15]([NH:19][C:20]3[C:28]4[C:23](=[CH:24][N:25]=[CH:26][CH:27]=4)[O:22][C:21]=3[C:29]3[N:34]=[CH:33][C:32]([CH:35]=[O:36])=[CH:31][N:30]=3)=[CH:16][CH:17]=2)[CH2:12][CH2:11]1)([C:4]([CH3:5])([CH3:6])[CH3:7])([CH3:2])[CH3:3]. (7) The product is: [C:10]([N:14]1[CH2:15][CH2:16][CH:17]([N:20]2[C:25]([CH3:22])=[C:26]([CH:33]=[O:34])[CH:27]=[N:21]2)[CH2:18][CH2:19]1)([CH3:13])([CH3:11])[CH3:12]. Given the reactants C(OCC)(=O)CC(C)=O.[C:10]([N:14]1[CH2:19][CH2:18][CH:17]([NH:20][NH2:21])[CH2:16][CH2:15]1)([CH3:13])([CH3:12])[CH3:11].[CH:22]1([C:25]2N(C(C)C)N=[CH:27][C:26]=2[CH:33]=[O:34])CC1, predict the reaction product.